From a dataset of Reaction yield outcomes from USPTO patents with 853,638 reactions. Predict the reaction yield, written as a fraction of the theoretical maximum amount of product (1.0 means a 100% yield; for example, 0.34 means a 34% yield). (1) The reactants are [F:1][C:2]([F:32])([F:31])[C:3]1[CH:8]=[CH:7][CH:6]=[CH:5][C:4]=1[NH:9][C:10](=[O:30])[NH:11][C:12]1[CH:17]=[CH:16][C:15]([C:18]2[N:22]3[N:23]=[CH:24][CH:25]=[C:26]([C:27](O)=[O:28])[C:21]3=[N:20][N:19]=2)=[CH:14][CH:13]=1.Cl.[C:34]([O:38][C:39](=[O:45])[C@H:40]([CH:42]([CH3:44])[CH3:43])[NH2:41])([CH3:37])([CH3:36])[CH3:35].C(Cl)CCl.C1C=CC2N(O)N=NC=2C=1.CCN(C(C)C)C(C)C. The catalyst is CN(C=O)C. The product is [CH3:43][CH:42]([CH3:44])[C@H:40]([NH:41][C:27]([C:26]1[C:21]2[N:22]([C:18]([C:15]3[CH:14]=[CH:13][C:12]([NH:11][C:10]([NH:9][C:4]4[CH:5]=[CH:6][CH:7]=[CH:8][C:3]=4[C:2]([F:31])([F:1])[F:32])=[O:30])=[CH:17][CH:16]=3)=[N:19][N:20]=2)[N:23]=[CH:24][CH:25]=1)=[O:28])[C:39]([O:38][C:34]([CH3:37])([CH3:36])[CH3:35])=[O:45]. The yield is 0.630. (2) The product is [N+:1]([C:4]1[CH:13]=[C:12]2[C:7]([CH2:8][CH2:9][CH2:10][C:11]2=[N:15][OH:16])=[CH:6][CH:5]=1)([O-:3])=[O:2]. The catalyst is N1C=CC=CC=1. The yield is 0.880. The reactants are [N+:1]([C:4]1[CH:13]=[C:12]2[C:7]([CH2:8][CH2:9][CH2:10][C:11]2=O)=[CH:6][CH:5]=1)([O-:3])=[O:2].[NH2:15][OH:16]. (3) The reactants are [CH3:1][O:2][C:3](=[O:34])[C@@H:4]([NH:14][C:15]([C:17]1[S:21][C:20]([NH:22][C:23](=[O:32])[CH2:24][C:25]2[CH:30]=[CH:29][CH:28]=[C:27]([OH:31])[CH:26]=2)=[N:19][C:18]=1[CH3:33])=[O:16])[CH2:5][NH:6][C:7]([O:9]C(C)(C)C)=O.O1[CH2:40][CH2:39]OCC1.CN(C(ON1N=NC2C=CC=CC1=2)=[N+](C)C)C.F[P-](F)(F)(F)(F)F.C1C=CC2N(O)N=NC=2C=1.[F:75][C:76]1[CH:77]=C(C=[C:83]([F:85])[CH:84]=1)C(O)=O.C(N(CC)CC)C. The catalyst is Cl.CN(C=O)C.C(OCC)C. The product is [CH3:1][O:2][C:3](=[O:34])[C@@H:4]([NH:14][C:15]([C:17]1[S:21][C:20]([NH:22][C:23](=[O:32])[CH2:24][C:25]2[CH:30]=[CH:29][CH:28]=[C:27]([OH:31])[CH:26]=2)=[N:19][C:18]=1[CH3:33])=[O:16])[CH2:5][NH:6][C:7](=[O:9])[C:40]1[CH:39]=[C:83]([F:85])[CH:84]=[C:76]([F:75])[CH:77]=1. The yield is 0.570. (4) The reactants are [C:1]1([CH2:7][NH:8][C:9]([CH:11]([C:17]([O:19]CC)=O)[C:12]([O:14][CH2:15][CH3:16])=[O:13])=[O:10])[CH:6]=[CH:5][CH:4]=[CH:3][CH:2]=1.[H-].[Na+].[N+:24]([C:27]1[CH:32]=[CH:31][CH:30]=[CH:29][C:28]=1[N:33]=[C:34]=[O:35])([O-:26])=[O:25]. The catalyst is O1CCOCC1.ClCCl. The product is [OH:19][C:17]1[N:33]([C:28]2[CH:29]=[CH:30][CH:31]=[CH:32][C:27]=2[N+:24]([O-:26])=[O:25])[C:34](=[O:35])[N:8]([CH2:7][C:1]2[CH:2]=[CH:3][CH:4]=[CH:5][CH:6]=2)[C:9](=[O:10])[C:11]=1[C:12]([O:14][CH2:15][CH3:16])=[O:13]. The yield is 0.0700. (5) The reactants are P([O-])([O-])([O-])=O.[K+].[K+].[K+].Cl[C:10]1[CH:11]=[CH:12][C:13]2[N:19]3[CH2:20][C@H:16]([CH2:17][CH2:18]3)[N:15]([C:21]([NH:23][C:24]3[CH:25]=[N:26][CH:27]=[CH:28][CH:29]=3)=[O:22])[C:14]=2[N:30]=1.[CH3:31][N:32]1[CH:37]=[C:36](B2OC(C)(C)C(C)(C)O2)[CH:35]=[CH:34][C:33]1=[O:47].CC(C1C=C(C(C)C)C(C2C=CC=CC=2P(C2CCCCC2)C2CCCCC2)=C(C(C)C)C=1)C. The catalyst is O1CCOCC1.C1C=CC(/C=C/C(/C=C/C2C=CC=CC=2)=O)=CC=1.C1C=CC(/C=C/C(/C=C/C2C=CC=CC=2)=O)=CC=1.C1C=CC(/C=C/C(/C=C/C2C=CC=CC=2)=O)=CC=1.[Pd].[Pd].O. The product is [CH3:31][N:32]1[C:33](=[O:47])[CH:34]=[CH:35][C:36]([C:10]2[CH:11]=[CH:12][C:13]3[N:19]4[CH2:20][C@H:16]([CH2:17][CH2:18]4)[N:15]([C:21]([NH:23][C:24]4[CH:25]=[N:26][CH:27]=[CH:28][CH:29]=4)=[O:22])[C:14]=3[N:30]=2)=[CH:37]1. The yield is 0.429. (6) The reactants are [Br:1][C:2]1[CH:3]=[C:4]2[C:9](=[C:10]([C:12]([OH:14])=[O:13])[CH:11]=1)[O:8][C:7]([CH3:16])([CH3:15])[CH2:6][C:5]2([CH3:18])[CH3:17].[CH2:19](O)[C:20]([CH3:23])([CH3:22])[CH3:21].C1(N=C=NC2CCCCC2)CCCCC1. The catalyst is CN(C)C1C=CN=CC=1.ClCCl. The product is [CH3:19][C:20]([CH3:23])([CH3:22])[CH2:21][O:13][C:12]([C:10]1[CH:11]=[C:2]([Br:1])[CH:3]=[C:4]2[C:9]=1[O:8][C:7]([CH3:16])([CH3:15])[CH2:6][C:5]2([CH3:18])[CH3:17])=[O:14]. The yield is 0.880. (7) The reactants are COC1C=C(OC)C=CC=1C[N:6]([C:32]1[CH:37]=[CH:36][N:35]=[CH:34][N:33]=1)[S:7]([C:10]1[CH:15]=[CH:14][C:13]([O:16][C@H:17]2[CH2:23][CH2:22][CH2:21][CH2:20][CH2:19][C@@H:18]2[C:24]2[N:28]([CH3:29])[N:27]=[CH:26][CH:25]=2)=[C:12]([F:30])[C:11]=1[F:31])(=[O:9])=[O:8].C([SiH](CC)CC)C.FC(F)(F)C(O)=O. The product is [F:31][C:11]1[C:12]([F:30])=[C:13]([O:16][C@H:17]2[CH2:23][CH2:22][CH2:21][CH2:20][CH2:19][C@@H:18]2[C:24]2[N:28]([CH3:29])[N:27]=[CH:26][CH:25]=2)[CH:14]=[CH:15][C:10]=1[S:7]([NH:6][C:32]1[CH:37]=[CH:36][N:35]=[CH:34][N:33]=1)(=[O:8])=[O:9]. The catalyst is ClCCl. The yield is 0.710.